From a dataset of Forward reaction prediction with 1.9M reactions from USPTO patents (1976-2016). Predict the product of the given reaction. (1) Given the reactants [O:1]=[C:2]1[C:6]2([CH2:11][CH2:10][CH2:9][N:8](C(OC(C)(C)C)=O)[CH2:7]2)[CH:5]([C:19]2[CH:24]=[CH:23][CH:22]=[CH:21][CH:20]=2)[CH2:4][N:3]1[CH2:25][C:26]([F:29])([F:28])[F:27].[ClH:30].O1CCOCC1, predict the reaction product. The product is: [ClH:30].[C:19]1([CH:5]2[C:6]3([CH2:11][CH2:10][CH2:9][NH:8][CH2:7]3)[C:2](=[O:1])[N:3]([CH2:25][C:26]([F:28])([F:29])[F:27])[CH2:4]2)[CH:20]=[CH:21][CH:22]=[CH:23][CH:24]=1. (2) Given the reactants [CH:1]([C:3]1[CH:8]=[CH:7][C:6]([C:9]2[CH:14]=[CH:13][N:12]=[C:11]([C:15]([O:17][CH2:18]C)=[O:16])[CH:10]=2)=[CH:5][CH:4]=1)=O.[CH3:20]/C(/[O-])=C(/P(OC)(OC)=O)\[N+]#N.C([O-])([O-])=O.[K+].[K+], predict the reaction product. The product is: [C:1]([C:3]1[CH:4]=[CH:5][C:6]([C:9]2[CH:14]=[CH:13][N:12]=[C:11]([C:15]([O:17][CH3:18])=[O:16])[CH:10]=2)=[CH:7][CH:8]=1)#[CH:20].